This data is from Catalyst prediction with 721,799 reactions and 888 catalyst types from USPTO. The task is: Predict which catalyst facilitates the given reaction. (1) Reactant: [C:1]([CH2:3][C:4]([N:6]1[CH2:11][CH2:10][CH2:9][CH:8]([N:12]2[C:16]3[CH:17]=[CH:18][CH:19]=[CH:20][C:15]=3[N:14]=[C:13]2[NH:21][C:22]([C:24]2[S:25][C:26]([C:29]3[CH:30]=[N:31][NH:32][CH:33]=3)=[CH:27][CH:28]=2)=[O:23])[CH2:7]1)=[O:5])#[N:2].C(O)(=O)C.N1CCCCC1.[CH:44](=O)[CH:45]([CH3:47])[CH3:46]. Product: [C:1]([C:3](=[CH:44][CH:45]([CH3:47])[CH3:46])[C:4]([N:6]1[CH2:11][CH2:10][CH2:9][CH:8]([N:12]2[C:16]3[CH:17]=[CH:18][CH:19]=[CH:20][C:15]=3[N:14]=[C:13]2[NH:21][C:22]([C:24]2[S:25][C:26]([C:29]3[CH:30]=[N:31][NH:32][CH:33]=3)=[CH:27][CH:28]=2)=[O:23])[CH2:7]1)=[O:5])#[N:2]. The catalyst class is: 8. (2) Reactant: [P:1](Cl)([O:6][CH2:7][CH3:8])([O:3][CH2:4][CH3:5])=[O:2].[CH2:10]([NH2:12])[CH3:11]. Product: [CH2:10]([NH:12][P:1](=[O:2])([O:6][CH2:7][CH3:8])[O:3][CH2:4][CH3:5])[CH3:11]. The catalyst class is: 68. (3) Reactant: CC(C)([O-])C.[K+].[C:7]([C:9]1[C:10]([CH2:25][C:26]2[CH:35]=[CH:34][C:33]3[C:28](=[CH:29][CH:30]=[CH:31][CH:32]=3)[CH:27]=2)=[C:11]([C:20]([O:22][CH2:23][CH3:24])=[O:21])[S:12][C:13]=1[N:14]1[CH2:19][CH2:18][O:17][CH2:16][CH2:15]1)#[N:8].Br[CH2:37][N:38]1[C:42](=[O:43])[C:41]2=[CH:44][CH:45]=[CH:46][CH:47]=[C:40]2[C:39]1=[O:48].C(O)(=O)C. The catalyst class is: 35. Product: [C:7]([C:9]1[C:10]([CH:25]([C:26]2[CH:35]=[CH:34][C:33]3[C:28](=[CH:29][CH:30]=[CH:31][CH:32]=3)[CH:27]=2)[CH2:37][N:38]2[C:42](=[O:43])[C:41]3[C:40](=[CH:47][CH:46]=[CH:45][CH:44]=3)[C:39]2=[O:48])=[C:11]([C:20]([O:22][CH2:23][CH3:24])=[O:21])[S:12][C:13]=1[N:14]1[CH2:19][CH2:18][O:17][CH2:16][CH2:15]1)#[N:8]. (4) Reactant: [Br:1][C:2]1[CH:7]=[CH:6][CH:5]=[C:4](F)[CH:3]=1.[NH:9]1[CH2:13][CH2:12][CH2:11][CH2:10]1.C([O-])([O-])=O.[K+].[K+]. Product: [Br:1][C:2]1[CH:3]=[C:4]([N:9]2[CH2:13][CH2:12][CH2:11][CH2:10]2)[CH:5]=[CH:6][CH:7]=1. The catalyst class is: 735. (5) Reactant: [O:1]([CH2:8][C:9]1[N:13]([CH2:14][C:15]2[CH:20]=[CH:19][C:18]([O:21][C:22]([F:25])([F:24])[F:23])=[CH:17][CH:16]=2)[C:12]2[CH:26]=[CH:27][C:28]([C:30]([OH:32])=O)=[CH:29][C:11]=2[N:10]=1)[C:2]1[CH:7]=[CH:6][CH:5]=[CH:4][CH:3]=1.CC(C)N=C=NC(C)C.[CH2:42]([NH2:46])[CH2:43][CH2:44][CH3:45]. Product: [CH2:42]([NH:46][C:30]([C:28]1[CH:27]=[CH:26][C:12]2[N:13]([CH2:14][C:15]3[CH:20]=[CH:19][C:18]([O:21][C:22]([F:23])([F:25])[F:24])=[CH:17][CH:16]=3)[C:9]([CH2:8][O:1][C:2]3[CH:3]=[CH:4][CH:5]=[CH:6][CH:7]=3)=[N:10][C:11]=2[CH:29]=1)=[O:32])[CH2:43][CH2:44][CH3:45]. The catalyst class is: 1. (6) Reactant: [Cl:1][C:2]1[C:7]([Cl:8])=[C:6]([C:9]([OH:18])([C:14]([F:17])([F:16])[F:15])[C:10]([F:13])([F:12])[F:11])[CH:5]=[CH:4][C:3]=1[C:19]1[S:23][C:22]([C:24]([O:26]CC)=[O:25])=[N:21][C:20]=1[C:29](=[O:35])[N:30]([CH2:33][CH3:34])[CH2:31][CH3:32].C1COCC1.O.O[Li:43].O. Product: [Cl:1][C:2]1[C:7]([Cl:8])=[C:6]([C:9]([OH:18])([C:10]([F:13])([F:11])[F:12])[C:14]([F:15])([F:17])[F:16])[CH:5]=[CH:4][C:3]=1[C:19]1[S:23][C:22]([C:24]([O-:26])=[O:25])=[N:21][C:20]=1[C:29](=[O:35])[N:30]([CH2:33][CH3:34])[CH2:31][CH3:32].[Li+:43]. The catalyst class is: 5. (7) Reactant: [S:1]1[CH2:5][CH2:4][CH2:3][CH2:2]1.[Br:6][CH2:7][C:8](=[O:13])[C:9]([CH3:12])([CH3:11])[CH3:10]. Product: [Br-:6].[O:13]=[C:8]([C:9]([CH3:12])([CH3:11])[CH3:10])[CH2:7][S+:1]1[CH2:5][CH2:4][CH2:3][CH2:2]1. The catalyst class is: 10. (8) Reactant: Br.[OH:2][C:3]1[CH:8]=[CH:7][N:6]2[CH:9]=[C:10]([C:12]([OH:14])=O)[N:11]=[C:5]2[CH:4]=1.C(N(CC)CC)C.O.ON1C2C=CC=CC=2N=N1.Cl.CN(C)CCCN=C=NCC.[NH2:45][CH:46]1[CH2:51][CH2:50][N:49]([C:52]([O:54][C:55]([CH3:58])([CH3:57])[CH3:56])=[O:53])[CH2:48][CH2:47]1. Product: [OH:2][C:3]1[CH:8]=[CH:7][N:6]2[CH:9]=[C:10]([C:12]([NH:45][CH:46]3[CH2:47][CH2:48][N:49]([C:52]([O:54][C:55]([CH3:58])([CH3:57])[CH3:56])=[O:53])[CH2:50][CH2:51]3)=[O:14])[N:11]=[C:5]2[CH:4]=1. The catalyst class is: 9. (9) Product: [OH:15][N:14]=[C:10]([CH3:11])[C:9]([C:6]1[CH:7]=[CH:8][C:3]([O:2][CH3:1])=[CH:4][C:5]=1[CH3:13])=[O:12]. Reactant: [CH3:1][O:2][C:3]1[CH:8]=[CH:7][C:6]([C:9](=[O:12])[CH2:10][CH3:11])=[C:5]([CH3:13])[CH:4]=1.[N:14](OCCC(C)C)=[O:15].Cl. The catalyst class is: 7.